From a dataset of Orexin1 receptor HTS with 218,158 compounds and 233 confirmed actives. Binary Classification. Given a drug SMILES string, predict its activity (active/inactive) in a high-throughput screening assay against a specified biological target. (1) The molecule is O=C1N(C(=O)N2C(c3[nH]c4c(c3CC12)cccc4)(C)C)Cc1cc(ccc1)C. The result is 0 (inactive). (2) The compound is Clc1ccc(n2c(c(sc2=S)C(=O)C)C)cc1. The result is 0 (inactive). (3) The result is 0 (inactive). The compound is O(CC(=O)NCCC)C(=O)c1ccc(c2ccccc2)cc1. (4) The drug is O=C1N(CCCCC1)CC(OCc1oc(c2ccccc2)cn1)=O. The result is 0 (inactive). (5) The molecule is o1c2c(c(CN3CCCCC3)c(O)cc2)c(c1C)C(OCC)=O. The result is 0 (inactive). (6) The compound is O=C(N1CCn2c1nc1c2cccc1)NC(CC(C)C)C(=O)NCc1cc2OCOc2cc1. The result is 0 (inactive). (7) The molecule is S1(=O)(=O)CC(N(c2ccccc2)C(=O)c2ccccc2)C=C1. The result is 0 (inactive).